Dataset: Full USPTO retrosynthesis dataset with 1.9M reactions from patents (1976-2016). Task: Predict the reactants needed to synthesize the given product. (1) Given the product [C:13]([O:1][C:2]1[CH:10]=[CH:9][C:5]([C:6]([OH:8])=[O:7])=[CH:4][CH:3]=1)(=[O:23])[CH2:14][CH2:15][CH2:16][CH2:17][CH2:18][CH2:19][CH2:20][CH2:21][CH3:22], predict the reactants needed to synthesize it. The reactants are: [OH:1][C:2]1[CH:10]=[CH:9][C:5]([C:6]([OH:8])=[O:7])=[CH:4][CH:3]=1.[OH-].[K+].[C:13](Cl)(=[O:23])[CH2:14][CH2:15][CH2:16][CH2:17][CH2:18][CH2:19][CH2:20][CH2:21][CH3:22].Cl. (2) Given the product [Cl:1][C:2]1[CH:9]=[C:8]([C:10]([F:13])([F:12])[F:11])[CH:7]=[CH:6][C:3]=1[CH:4]=[O:25], predict the reactants needed to synthesize it. The reactants are: [Cl:1][C:2]1[CH:9]=[C:8]([C:10]([F:13])([F:12])[F:11])[CH:7]=[CH:6][C:3]=1[C:4]#N.CC(C[AlH]CC(C)C)C.C(O)(=[O:25])C.O. (3) Given the product [CH3:13][C:14]1([CH3:30])[CH2:19][C:18]([CH3:20])([CH3:21])[CH2:17][C:16]([O:22][S:23]([C:26]([F:29])([F:27])[F:28])(=[O:24])=[O:25])=[CH:15]1.[CH3:1][O:2][C:3]1[CH:8]=[CH:7][C:6]([C:16]2[CH2:17][C:18]([CH3:21])([CH3:20])[CH2:19][C:14]([CH3:30])([CH3:13])[CH:15]=2)=[C:5]([CH3:12])[CH:4]=1, predict the reactants needed to synthesize it. The reactants are: [CH3:1][O:2][C:3]1[CH:8]=[CH:7][C:6](B(O)O)=[C:5]([CH3:12])[CH:4]=1.[CH3:13][C:14]1([CH3:30])[CH2:19][C:18]([CH3:21])([CH3:20])[CH2:17][C:16]([O:22][S:23]([C:26]([F:29])([F:28])[F:27])(=[O:25])=[O:24])=[CH:15]1.